Predict which catalyst facilitates the given reaction. From a dataset of Catalyst prediction with 721,799 reactions and 888 catalyst types from USPTO. (1) Reactant: [CH2:1]1[CH:23]2[NH:24][CH:3]([CH:4](C3C=CC(C(O)=O)=CC=3)[CH:5]3[NH:9][CH:8]([CH:10](C4C=CC(C(O)=O)=CC=4)[CH:11]4[NH:15][CH:14]([CH:16](C5C=CC(C(O)=O)=CC=5)[CH:17]5[NH:21][CH:20]([CH:22]2C2C=CC(C(O)=[O:32])=CC=2)[CH:19]=[CH:18]5)[CH2:13][CH2:12]4)[CH:7]=[CH:6]3)[CH2:2]1.[O-2:61].[O-2].[Ti+4:63].C1(C)C(C)=CC=CC=1. Product: [C:5]12[CH:4]=[C:3]3[N:24]=[C:23]([CH:1]=[CH:2]3)[CH:22]=[C:20]3[NH:21][C:17]([CH:18]=[CH:19]3)=[CH:16][C:14]3=[N:15][C:11]([CH:12]=[CH:13]3)=[CH:10][C:8]([NH:9]1)=[CH:7][CH:6]=2.[O-2:32].[Ti+4:63].[O-2:61]. The catalyst class is: 51. (2) Reactant: [Br:1][C:2]1[CH:7]=[CH:6][C:5]([Cl:8])=[CH:4][C:3]=1[CH2:9][C:10]([OH:12])=O.CCN(C(C)C)C(C)C.[CH2:22]([NH2:25])[C:23]#[CH:24].C(P1(=O)OP(CCC)(=O)OP(CCC)(=O)O1)CC. Product: [Br:1][C:2]1[CH:7]=[CH:6][C:5]([Cl:8])=[CH:4][C:3]=1[CH2:9][C:10]([NH:25][CH2:22][C:23]#[CH:24])=[O:12]. The catalyst class is: 13. (3) Reactant: CO[C:3]1[C:8]([B:9]2[O:13][C:12]([CH3:15])([CH3:14])[C:11]([CH3:17])([CH3:16])[O:10]2)=CN=CN=1.BrC1[N:23]([CH:24]([CH3:26])[CH3:25])[C:22]2[CH:27]([C:39]3[CH:44]=[CH:43][C:42]([Cl:45])=[CH:41][CH:40]=3)[N:28]([C:31]3[CH:36]=[C:35]([Cl:37])[CH:34]=[CH:33][C:32]=3[CH3:38])[C:29](=[O:30])[C:21]=2C=1.COCCOC.BrC1C(OC)=NC=NC=1. Product: [Cl:37][C:35]1[CH:34]=[CH:33][C:32]([CH3:38])=[C:31]([N:28]2[C:29](=[O:30])[C:21]3[CH:3]=[C:8]([B:9]4[O:10][C:11]([CH3:16])([CH3:17])[C:12]([CH3:14])([CH3:15])[O:13]4)[N:23]([CH:24]([CH3:26])[CH3:25])[C:22]=3[CH:27]2[C:39]2[CH:40]=[CH:41][C:42]([Cl:45])=[CH:43][CH:44]=2)[CH:36]=1. The catalyst class is: 16. (4) Reactant: [O:1]1[C:5]2[CH:6]=[C:7]3[CH:12]=[C:11]([C:13]([OH:15])=O)[O:10][C:8]3=[CH:9][C:4]=2[NH:3][C:2]1=[O:16].C(N(CC)CC)C.[CH2:24]([CH:31]1[CH2:36][CH2:35][NH:34][CH2:33][CH2:32]1)[C:25]1[CH:30]=[CH:29][CH:28]=[CH:27][CH:26]=1.CN(C(ON1N=NC2C=CC=CC1=2)=[N+](C)C)C.F[P-](F)(F)(F)(F)F. Product: [CH2:24]([CH:31]1[CH2:36][CH2:35][N:34]([C:13]([C:11]2[O:10][C:8]3[C:7](=[CH:6][C:5]4[O:1][C:2](=[O:16])[NH:3][C:4]=4[CH:9]=3)[CH:12]=2)=[O:15])[CH2:33][CH2:32]1)[C:25]1[CH:30]=[CH:29][CH:28]=[CH:27][CH:26]=1. The catalyst class is: 9. (5) Reactant: [Br:1][C:2]1[CH:7]=[C:6]([S:8]([F:13])([F:12])([F:11])([F:10])[F:9])[CH:5]=[C:4]([Br:14])[C:3]=1[OH:15].[C:16]([O-])([O-])=O.[K+].[K+].CI.CC(=O)OCC. Product: [Br:1][C:2]1[CH:7]=[C:6]([S:8]([F:13])([F:9])([F:10])([F:11])[F:12])[CH:5]=[C:4]([Br:14])[C:3]=1[O:15][CH3:16]. The catalyst class is: 3.